From a dataset of Reaction yield outcomes from USPTO patents with 853,638 reactions. Predict the reaction yield, written as a fraction of the theoretical maximum amount of product (1.0 means a 100% yield; for example, 0.34 means a 34% yield). The reactants are [CH2:1]([C:8]1[C:9]([NH:21][C:22](=[S:30])[CH2:23][C:24]2[CH:29]=[CH:28][CH:27]=[CH:26][CH:25]=2)=[N:10][CH:11]=[C:12]([C:14]2[CH:19]=[CH:18][C:17]([OH:20])=[CH:16][CH:15]=2)[N:13]=1)[C:2]1[CH:7]=[CH:6][CH:5]=[CH:4][CH:3]=1.[C:31](OC(=O)C)(=[O:33])[CH3:32].C(=O)(O)[O-].[Na+].C(OCC)(=O)C. The catalyst is N1C=CC=CC=1. The product is [C:31]([O:20][C:17]1[CH:18]=[CH:19][C:14]([C:12]2[N:13]=[C:8]([CH2:1][C:2]3[CH:3]=[CH:4][CH:5]=[CH:6][CH:7]=3)[C:9]([NH:21][C:22](=[S:30])[CH2:23][C:24]3[CH:29]=[CH:28][CH:27]=[CH:26][CH:25]=3)=[N:10][CH:11]=2)=[CH:15][CH:16]=1)(=[O:33])[CH3:32]. The yield is 0.478.